Dataset: Peptide-MHC class II binding affinity with 134,281 pairs from IEDB. Task: Regression. Given a peptide amino acid sequence and an MHC pseudo amino acid sequence, predict their binding affinity value. This is MHC class II binding data. The peptide sequence is HYPLHLRYYRITYGE. The MHC is HLA-DQA10301-DQB10302 with pseudo-sequence HLA-DQA10301-DQB10302. The binding affinity (normalized) is 0.156.